This data is from Forward reaction prediction with 1.9M reactions from USPTO patents (1976-2016). The task is: Predict the product of the given reaction. (1) Given the reactants S(Cl)(Cl)=O.[F:5][C:6]1[CH:11]=[CH:10][C:9]([CH2:12][CH2:13][CH2:14][CH2:15][C:16]([OH:18])=[O:17])=[CH:8][CH:7]=1.O.[CH3:20]O, predict the reaction product. The product is: [CH3:20][O:17][C:16](=[O:18])[CH2:15][CH2:14][CH2:13][CH2:12][C:9]1[CH:8]=[CH:7][C:6]([F:5])=[CH:11][CH:10]=1. (2) Given the reactants [N-:1]=[C:2]=[S:3].[Br:4][C:5]1[CH:6]=[CH:7][CH:8]=[CH:9][CH:10]=1.[N+:11]([C:14]1[CH:15]=[C:16]([C:20]([NH:22][NH2:23])=O)[CH:17]=[CH:18][CH:19]=1)([O-:13])=[O:12], predict the reaction product. The product is: [Br:4][C:5]1[CH:10]=[C:9]([NH:1][C:2]2[S:3][C:20]([C:16]3[CH:17]=[CH:18][CH:19]=[C:14]([N+:11]([O-:13])=[O:12])[CH:15]=3)=[N:22][N:23]=2)[CH:8]=[CH:7][CH:6]=1. (3) Given the reactants CO[C:3]1[CH:8]=[CH:7][C:6]([CH:9]([N:12](C)C)CN)=[CH:5][CH:4]=1.C([O:19]C1C(OC)=CC(C(O)=O)=CC=1OC)CCC.C(N(C(C)C)CC)(C)C.C[NH3+].F[P-](F)(F)(F)(F)F.N1(OC(N(C)C)=[N+](C)C)C2N=CC=CC=2N=N1.F[P-](F)(F)(F)(F)F, predict the reaction product. The product is: [C:9]([NH2:12])(=[O:19])[C:6]1[CH:7]=[CH:8][CH:3]=[CH:4][CH:5]=1. (4) Given the reactants [I-].[Na+].Br[CH:4]([CH2:35][CH3:36])[C:5]([NH:7][C:8]1[CH:21]=[CH:20][C:19]2[S:18][C:17]3[C:12](=[CH:13][CH:14]=[CH:15][C:16]=3[C:22]3[NH:23][C:24](=[O:34])[CH:25]=[C:26]([N:28]4[CH2:33][CH2:32][O:31][CH2:30][CH2:29]4)[CH:27]=3)[S:11][C:10]=2[CH:9]=1)=[O:6].C(OCC)(=O)C.[NH:43]1[CH2:47][CH2:46][CH2:45][CH2:44]1, predict the reaction product. The product is: [O:31]1[CH2:32][CH2:33][N:28]([C:26]2[CH:27]=[C:22]([C:16]3[CH:15]=[CH:14][CH:13]=[C:12]4[C:17]=3[S:18][C:19]3[CH:20]=[CH:21][C:8]([NH:7][C:5](=[O:6])[CH:4]([N:43]5[CH2:47][CH2:46][CH2:45][CH2:44]5)[CH2:35][CH3:36])=[CH:9][C:10]=3[S:11]4)[NH:23][C:24](=[O:34])[CH:25]=2)[CH2:29][CH2:30]1. (5) Given the reactants [NH2:1][C:2]1[N:7]([C:8]2[C:22]([F:23])=[CH:21][C:11]([O:12][CH2:13][CH2:14][CH2:15]OS(C)(=O)=O)=[CH:10][C:9]=2[F:24])[C:6](=[O:25])[CH:5]=[CH:4][C:3]=1[C:26](=[O:35])[C:27]1[CH:32]=[CH:31][C:30]([F:33])=[CH:29][C:28]=1[F:34].[CH:36]1([O:41][C:42](=[O:49])[C@@H:43]([CH2:45][CH:46]([CH3:48])[CH3:47])[NH2:44])[CH2:40][CH2:39][CH2:38][CH2:37]1, predict the reaction product. The product is: [NH2:1][C:2]1[N:7]([C:8]2[C:22]([F:23])=[CH:21][C:11]([O:12][CH2:13][CH2:14][CH2:15][NH:44][C@@H:43]([C:42]([O:41][CH:36]3[CH2:37][CH2:38][CH2:39][CH2:40]3)=[O:49])[CH2:45][CH:46]([CH3:47])[CH3:48])=[CH:10][C:9]=2[F:24])[C:6](=[O:25])[CH:5]=[CH:4][C:3]=1[C:26](=[O:35])[C:27]1[CH:32]=[CH:31][C:30]([F:33])=[CH:29][C:28]=1[F:34].